This data is from Full USPTO retrosynthesis dataset with 1.9M reactions from patents (1976-2016). The task is: Predict the reactants needed to synthesize the given product. (1) Given the product [F:10][C:8]1[CH:9]=[C:2]([CH3:1])[C:3]([CH2:4][C:12]#[N:13])=[C:6]([CH3:11])[CH:7]=1, predict the reactants needed to synthesize it. The reactants are: [CH3:1][C:2]1[CH:9]=[C:8]([F:10])[CH:7]=[C:6]([CH3:11])[C:3]=1[CH2:4]Br.[C-:12]#[N:13].[Na+]. (2) Given the product [Br:1][C:2]1[C:11]2[C:6](=[CH:7][CH:8]=[CH:9][CH:10]=2)[C:5]([O:12][S:13]([C:16]([F:19])([F:17])[F:18])(=[O:14])=[O:15])=[C:4]([C:20](=[O:26])[C:21]([O:23][CH2:24][CH3:25])=[O:22])[C:3]=1[CH3:27], predict the reactants needed to synthesize it. The reactants are: [Br:1][C:2]1[C:11]2[C:6](=[CH:7][CH:8]=[CH:9][CH:10]=2)[C:5]([O:12][S:13]([C:16]([F:19])([F:18])[F:17])(=[O:15])=[O:14])=[C:4]([CH:20]([OH:26])[C:21]([O:23][CH2:24][CH3:25])=[O:22])[C:3]=1[CH3:27].CC(OI1(OC(C)=O)(OC(C)=O)OC(=O)C2C=CC=CC1=2)=O.[O-]S([O-])(=S)=O.[Na+].[Na+]. (3) Given the product [C:1]1([CH2:7][O:8][C:9]2[CH:17]=[CH:16][C:15]3[N:14]([CH2:18][C:19]4[CH:20]=[CH:21][CH:22]=[CH:23][CH:24]=4)[C:13]4[CH2:25][CH2:26][NH:27][CH2:28][C:12]=4[C:11]=3[CH:10]=2)[CH:6]=[CH:5][CH:4]=[CH:3][CH:2]=1, predict the reactants needed to synthesize it. The reactants are: [C:1]1([CH2:7][O:8][C:9]2[CH:17]=[CH:16][C:15]3[N:14]([CH2:18][C:19]4[CH:24]=[CH:23][CH:22]=[CH:21][CH:20]=4)[C:13]4[CH2:25][CH2:26][N:27](C(OCC)=O)[CH2:28][C:12]=4[C:11]=3[CH:10]=2)[CH:6]=[CH:5][CH:4]=[CH:3][CH:2]=1.[OH-].[K+]. (4) The reactants are: Cl[C:2]1[C:7]([Cl:8])=[CH:6][CH:5]=[CH:4][N:3]=1.[N:9]1[C:17]2[C:12](=[N:13][CH:14]=[CH:15][CH:16]=2)[S:11][C:10]=1[NH2:18].Cl[C:20]1[C:29]2[C:24](=[CH:25][CH:26]=[C:27]([OH:30])[CH:28]=2)[N:23]=[CH:22][N:21]=1. Given the product [Cl:8][C:7]1[C:2]([O:30][C:27]2[CH:28]=[C:29]3[C:24](=[CH:25][CH:26]=2)[N:23]=[CH:22][N:21]=[C:20]3[NH:18][C:10]2[S:11][C:12]3[C:17]([N:9]=2)=[CH:16][CH:15]=[CH:14][N:13]=3)=[N:3][CH:4]=[CH:5][CH:6]=1, predict the reactants needed to synthesize it. (5) Given the product [S:30]1[CH:31]=[CH:32][N:33]=[C:29]1[NH:28][S:25]([C:22]1[CH:21]=[CH:20][C:19]([NH:16][C:17]2[O:11][C:10]([CH2:9][C:6]3[CH:5]=[CH:4][C:3]([C:2]([F:14])([F:15])[F:1])=[CH:8][CH:7]=3)=[N:12][N:13]=2)=[CH:24][CH:23]=1)(=[O:27])=[O:26], predict the reactants needed to synthesize it. The reactants are: [F:1][C:2]([F:15])([F:14])[C:3]1[CH:8]=[CH:7][C:6]([CH2:9][C:10]([NH:12][NH2:13])=[O:11])=[CH:5][CH:4]=1.[N:16]([C:19]1[CH:24]=[CH:23][C:22]([S:25]([NH:28][C:29]2[S:30][CH:31]=[CH:32][N:33]=2)(=[O:27])=[O:26])=[CH:21][CH:20]=1)=[C:17]=S.C1(C)C=CC(S(Cl)(=O)=O)=CC=1.N1C=CC=CC=1.Cl. (6) Given the product [Cl:1][C:2]1[CH:3]=[CH:4][C:5]([CH2:6][CH2:7][NH:8][C:9]([NH:11][N:12]=[CH:20][C:19]2[CH:22]=[CH:23][C:24]([O:25][CH3:26])=[C:17]([O:16][CH3:15])[CH:18]=2)=[O:10])=[CH:13][CH:14]=1, predict the reactants needed to synthesize it. The reactants are: [Cl:1][C:2]1[CH:14]=[CH:13][C:5]([CH2:6][CH2:7][NH:8][C:9]([NH:11][NH2:12])=[O:10])=[CH:4][CH:3]=1.[CH3:15][O:16][C:17]1[CH:18]=[C:19]([CH:22]=[CH:23][C:24]=1[O:25][CH3:26])[CH:20]=O. (7) Given the product [C:35]([O:34][C:32](=[O:33])[CH2:31][N:4]1[C:5]2[C:10](=[CH:9][CH:8]=[C:7]([O:11][CH2:12][CH2:13][C:14]3[S:18][C:17]([C:19]4[CH:24]=[CH:23][C:22]([C:25]([F:26])([F:28])[F:27])=[CH:21][CH:20]=4)=[N:16][C:15]=3[CH3:29])[CH:6]=2)[C:2]([CH3:1])=[CH:3]1)([CH3:38])([CH3:37])[CH3:36], predict the reactants needed to synthesize it. The reactants are: [CH3:1][C:2]1[C:10]2[C:5](=[CH:6][C:7]([O:11][CH2:12][CH2:13][C:14]3[S:18][C:17]([C:19]4[CH:24]=[CH:23][C:22]([C:25]([F:28])([F:27])[F:26])=[CH:21][CH:20]=4)=[N:16][C:15]=3[CH3:29])=[CH:8][CH:9]=2)[NH:4][CH:3]=1.Br[CH2:31][C:32]([O:34][C:35]([CH3:38])([CH3:37])[CH3:36])=[O:33].[H-].[Na+]. (8) Given the product [O:1]=[C:2]([C:6]1[CH:11]=[CH:10][CH:9]=[CH:8][CH:7]=1)[C:3]([O:5][CH2:43][CH2:42][O:41][C:38](=[O:40])[C:39](=[O:14])[C:25]1[CH:26]=[CH:27][CH:28]=[CH:29][CH:30]=1)=[O:4], predict the reactants needed to synthesize it. The reactants are: [O:1]=[C:2]([C:6]1[CH:11]=[CH:10][CH:9]=[CH:8][CH:7]=1)[C:3]([OH:5])=[O:4].C(O)C[OH:14].[CH2:25]1[CH2:30][CH2:29][CH:28](N=C=N[CH:25]2[CH2:30][CH2:29][CH2:28][CH2:27][CH2:26]2)[CH2:27][CH2:26]1.CCCCCCC.[C:38]([O:41][CH2:42][CH3:43])(=[O:40])[CH3:39].